From a dataset of Full USPTO retrosynthesis dataset with 1.9M reactions from patents (1976-2016). Predict the reactants needed to synthesize the given product. (1) Given the product [C:1]([N:9]1[CH2:22][CH2:21][C:20]2[C:19]3[C:18]([CH2:23][CH2:24][CH2:25][O:26][C:27]4[CH:32]=[CH:31][CH:30]=[CH:29][CH:28]=4)=[CH:17][CH:16]=[CH:15][C:14]=3[NH:13][C:12]=2[CH2:11][CH2:10]1)(=[O:8])[C:2]1[CH:3]=[CH:4][CH:5]=[CH:6][CH:7]=1, predict the reactants needed to synthesize it. The reactants are: [C:1]([N:9]1[CH2:22][CH2:21][C:20]2[C:19]3[C:18]([CH2:23][CH2:24][CH2:25][OH:26])=[CH:17][CH:16]=[CH:15][C:14]=3[NH:13][C:12]=2[CH2:11][CH2:10]1)(=[O:8])[C:2]1[CH:7]=[CH:6][CH:5]=[CH:4][CH:3]=1.[C:27]1(P([C:27]2[CH:32]=[CH:31][CH:30]=[CH:29][CH:28]=2)[C:27]2[CH:32]=[CH:31][CH:30]=[CH:29][CH:28]=2)[CH:32]=[CH:31][CH:30]=[CH:29][CH:28]=1.C1(O)C=CC=CC=1.CCOC(/N=N/C(OCC)=O)=O. (2) The reactants are: [N+:1]([C:4]1[CH:9]=[CH:8][C:7]([C:10]2[NH:11][C:12]3[CH:18]=[CH:17][C:16]([CH3:19])=[CH:15][C:13]=3[N:14]=2)=[CH:6][CH:5]=1)([O-])=O.NC1C=CC(C)=CC=1N.[N+](C1C=CC(C(O)=O)=CC=1)([O-])=O. Given the product [NH2:1][C:4]1[CH:5]=[CH:6][C:7]([C:10]2[NH:11][C:12]3[CH:18]=[CH:17][C:16]([CH3:19])=[CH:15][C:13]=3[N:14]=2)=[CH:8][CH:9]=1, predict the reactants needed to synthesize it. (3) Given the product [ClH:24].[CH:20]1([C:19]2[C:14]([N:11]3[CH2:12][CH2:13][NH:8][CH2:9][CH2:10]3)=[N:15][CH:16]=[C:17]([CH3:23])[CH:18]=2)[CH2:21][CH2:22]1, predict the reactants needed to synthesize it. The reactants are: C(OC([N:8]1[CH2:13][CH2:12][N:11]([C:14]2[C:19]([CH:20]3[CH2:22][CH2:21]3)=[CH:18][C:17]([CH3:23])=[CH:16][N:15]=2)[CH2:10][CH2:9]1)=O)(C)(C)C.[ClH:24].C(OCC)(=O)C.C(OCC)(=O)C. (4) Given the product [Br:1][C:2]1[CH:7]=[CH:6][C:5]([C@H:8]([NH:10][C:13]([NH:12][CH3:11])=[O:14])[CH3:9])=[CH:4][CH:3]=1, predict the reactants needed to synthesize it. The reactants are: [Br:1][C:2]1[CH:7]=[CH:6][C:5]([C@H:8]([NH2:10])[CH3:9])=[CH:4][CH:3]=1.[CH3:11][N:12]=[C:13]=[O:14]. (5) The reactants are: [ClH:1].[CH3:2][C:3]1[CH:4]=[C:5]([CH:29]=[CH:30][C:31]=1[CH3:32])[O:6][C:7]1[CH:12]=[CH:11][C:10]([S:13]([CH2:16][C:17]2([C:26](O)=[O:27])[CH2:22][CH2:21][N:20]([CH2:23][C:24]#[CH:25])[CH2:19][CH2:18]2)(=[O:15])=[O:14])=[CH:9][CH:8]=1.C(N(CC)CC)C.[NH2:40][OH:41].C1CN([P+](Br)(N2CCCC2)N2CCCC2)CC1.F[P-](F)(F)(F)(F)F. Given the product [ClH:1].[OH:41][NH:40][C:26]([C:17]1([CH2:16][S:13]([C:10]2[CH:9]=[CH:8][C:7]([O:6][C:5]3[CH:29]=[CH:30][C:31]([CH3:32])=[C:3]([CH3:2])[CH:4]=3)=[CH:12][CH:11]=2)(=[O:14])=[O:15])[CH2:18][CH2:19][N:20]([CH2:23][C:24]#[CH:25])[CH2:21][CH2:22]1)=[O:27], predict the reactants needed to synthesize it. (6) Given the product [NH2:1][CH2:2][C:3]1([CH2:7][NH:8][C:9]2[C:18]3[C:13](=[CH:14][CH:15]=[C:16]([C:19]([OH:21])=[O:20])[CH:17]=3)[N:12]=[C:11]([N:23]3[CH2:29][C:28]4[CH:30]=[CH:31][CH:32]=[CH:33][C:27]=4[S:26](=[O:35])(=[O:34])[CH2:25][CH2:24]3)[CH:10]=2)[CH2:4][O:5][CH2:6]1, predict the reactants needed to synthesize it. The reactants are: [NH2:1][CH2:2][C:3]1([CH2:7][NH:8][C:9]2[C:18]3[C:13](=[CH:14][CH:15]=[C:16]([C:19]([O:21]C)=[O:20])[CH:17]=3)[N:12]=[C:11]([N:23]3[CH2:29][C:28]4[CH:30]=[CH:31][CH:32]=[CH:33][C:27]=4[S:26](=[O:35])(=[O:34])[CH2:25][CH2:24]3)[CH:10]=2)[CH2:6][O:5][CH2:4]1.[OH-].[Na+]. (7) Given the product [CH3:59][O:58][C:54]1[CH:53]=[C:52]([NH:1][C@H:2]2[C:11]3[C:6](=[CH:7][CH:8]=[CH:9][CH:10]=3)[N:5]([C:12](=[O:14])[CH3:13])[C@@H:4]([CH3:15])[C@@H:3]2[CH3:16])[CH:57]=[CH:56][CH:55]=1, predict the reactants needed to synthesize it. The reactants are: [NH2:1][C@H:2]1[C:11]2[C:6](=[CH:7][CH:8]=[CH:9][CH:10]=2)[N:5]([C:12](=[O:14])[CH3:13])[C@@H:4]([CH3:15])[C@@H:3]1[CH3:16].CN(C1C(C2C(P(C3CCCCC3)C3CCCCC3)=CC=CC=2)=CC=CC=1)C.CC(C)([O-])C.[Na+].Br[C:52]1[CH:57]=[CH:56][CH:55]=[C:54]([O:58][CH3:59])[CH:53]=1. (8) The reactants are: Cl[C:2]1[C:3](F)=[CH:4][C:5](F)=[C:6]([CH:14]=1)[C:7](NS(C)(=O)=O)=[O:8].[Cl:17][C:18]1[C:19](F)=[CH:20][C:21]([F:33])=[C:22]([CH:32]=1)[C:23]([NH:25][S:26](=[O:31])(=[O:30])[N:27]([CH3:29])[CH3:28])=[O:24]. Given the product [C:6]12([CH2:7][O:8][C:19]3[C:18]([Cl:17])=[CH:32][C:22]([C:23]([NH:25][S:26](=[O:31])(=[O:30])[N:27]([CH3:29])[CH3:28])=[O:24])=[C:21]([F:33])[CH:20]=3)[CH2:5][CH:4]3[CH2:5][CH:6]([CH2:14][CH:2]([CH2:3]3)[CH2:14]1)[CH2:7]2, predict the reactants needed to synthesize it. (9) Given the product [CH3:20][S:21]([C:24]1[CH:29]=[CH:28][C:27]([C:3]2[CH:8]=[CH:7][C:6]([C:9]3[O:10][CH:11]=[C:12]([CH2:14][N:15]4[CH2:19][CH2:18][CH2:17][CH2:16]4)[N:13]=3)=[CH:5][CH:4]=2)=[CH:26][CH:25]=1)(=[O:23])=[O:22], predict the reactants needed to synthesize it. The reactants are: Cl.Br[C:3]1[CH:8]=[CH:7][C:6]([C:9]2[O:10][CH:11]=[C:12]([CH2:14][N:15]3[CH2:19][CH2:18][CH2:17][CH2:16]3)[N:13]=2)=[CH:5][CH:4]=1.[CH3:20][S:21]([C:24]1[CH:29]=[CH:28][C:27](B(O)O)=[CH:26][CH:25]=1)(=[O:23])=[O:22].C(=O)([O-])[O-].[Na+].[Na+]. (10) Given the product [F:22][C:20]1[CH:19]=[CH:18][C:17]([CH3:23])=[C:16]([CH:11]2[C:10]([CH3:24])([CH3:25])[CH2:9][C:8]3[C:13](=[CH:14][CH:15]=[C:6]([C:4]([OH:5])=[O:3])[CH:7]=3)[NH:12]2)[CH:21]=1, predict the reactants needed to synthesize it. The reactants are: C([O:3][C:4]([C:6]1[CH:7]=[C:8]2[C:13](=[CH:14][CH:15]=1)[NH:12][CH:11]([C:16]1[CH:21]=[C:20]([F:22])[CH:19]=[CH:18][C:17]=1[CH3:23])[C:10]([CH3:25])([CH3:24])[CH2:9]2)=[O:5])C.O.[OH-].[Li+].O.Cl.